Dataset: Catalyst prediction with 721,799 reactions and 888 catalyst types from USPTO. Task: Predict which catalyst facilitates the given reaction. (1) Reactant: [I-].[CH3:2][S+](C)C.[H-].[Na+].[CH2:8]([O:10][C:11](=[O:20])[CH:12]=[CH:13][C:14]1[CH:19]=[CH:18][N:17]=[CH:16][CH:15]=1)[CH3:9]. Product: [N:17]1[CH:18]=[CH:19][C:14]([C@@H:13]2[CH2:2][C@H:12]2[C:11]([O:10][CH2:8][CH3:9])=[O:20])=[CH:15][CH:16]=1. The catalyst class is: 16. (2) Reactant: [CH2:1]1[C:10]2[C:5](=[CH:6][C:7]([C:11]([O:13]C)=[O:12])=[CH:8][CH:9]=2)[CH2:4][CH2:3][CH:2]1[C:15]([O:17]C)=[O:16].[OH-].[Na+].Cl. Product: [CH2:1]1[C:10]2[C:5](=[CH:6][C:7]([C:11]([OH:13])=[O:12])=[CH:8][CH:9]=2)[CH2:4][CH2:3][CH:2]1[C:15]([OH:17])=[O:16]. The catalyst class is: 8. (3) Reactant: [Cl:1][C:2]1[CH:32]=[CH:31][C:5]([CH2:6][NH:7][C:8]([C:10]2[C:11](=[O:30])[C:12]3[S:19][C:18]([CH:20]=[O:21])=[C:17]([CH2:22][O:23][CH2:24][CH2:25][Si:26]([CH3:29])([CH3:28])[CH3:27])[C:13]=3[N:14]([CH3:16])[CH:15]=2)=[O:9])=[CH:4][CH:3]=1.C(O)(=O)C.C(O[BH-](OC(=O)C)OC(=O)C)(=O)C.[Na+]. Product: [Cl:1][C:2]1[CH:3]=[CH:4][C:5]([CH2:6][NH:7][C:8]([C:10]2[C:11](=[O:30])[C:12]3[S:19][C:18]([CH2:20][OH:21])=[C:17]([CH2:22][O:23][CH2:24][CH2:25][Si:26]([CH3:27])([CH3:28])[CH3:29])[C:13]=3[N:14]([CH3:16])[CH:15]=2)=[O:9])=[CH:31][CH:32]=1. The catalyst class is: 2. (4) Reactant: C([Li])CCC.[Cl-].[CH3:7][O:8][CH2:9][P+](C1C=CC=CC=1)(C1C=CC=CC=1)C1C=CC=CC=1.[Br:29][C:30]1[CH:35]=[CH:34][C:33]([CH:36]([C:40]2[C:41]([C:55]3[CH:60]=[CH:59][CH:58]=[CH:57][N:56]=3)=[N:42][N:43]([CH2:53][CH3:54])[C:44]=2[NH:45][C:46](=[O:52])[O:47][C:48]([CH3:51])([CH3:50])[CH3:49])[CH2:37][CH:38]=O)=[CH:32][CH:31]=1.C([O-])(O)=O.[Na+]. Product: [Br:29][C:30]1[CH:35]=[CH:34][C:33]([CH:36]([C:40]2[C:41]([C:55]3[CH:60]=[CH:59][CH:58]=[CH:57][N:56]=3)=[N:42][N:43]([CH2:53][CH3:54])[C:44]=2[NH:45][C:46](=[O:52])[O:47][C:48]([CH3:50])([CH3:51])[CH3:49])[CH2:37][CH:38]=[CH:7][O:8][CH3:9])=[CH:32][CH:31]=1. The catalyst class is: 674. (5) The catalyst class is: 16. Product: [C:1](/[CH:3]=[CH:4]/[S:5]([C:8]1[CH:9]=[CH:10][C:11]([C:14]([CH3:19])([CH3:18])[C:15]([NH:31][C:27]2[CH:28]=[CH:29][CH:30]=[C:25]([O:24][CH2:23][CH2:22][O:21][CH3:20])[CH:26]=2)=[O:17])=[CH:12][CH:13]=1)(=[O:6])=[O:7])#[N:2]. Reactant: [C:1](/[CH:3]=[CH:4]/[S:5]([C:8]1[CH:13]=[CH:12][C:11]([C:14]([CH3:19])([CH3:18])[C:15]([OH:17])=O)=[CH:10][CH:9]=1)(=[O:7])=[O:6])#[N:2].[CH3:20][O:21][CH2:22][CH2:23][O:24][C:25]1[CH:26]=[C:27]([NH2:31])[CH:28]=[CH:29][CH:30]=1.Cl.CN(C)CCCN=C=NCC.ON1C2C=CC=CC=2N=N1.C(#N)C.